From a dataset of Full USPTO retrosynthesis dataset with 1.9M reactions from patents (1976-2016). Predict the reactants needed to synthesize the given product. (1) Given the product [CH3:1][C:2]1[N:3]=[C:4]([C:7]2[C:8]3[CH2:15][CH2:14][CH2:13][C:9]=3[S:10][C:11]=2[NH:12][C:25]([CH:16]2[CH2:21][CH2:20][CH2:19][CH2:18][CH:17]2[C:22]([OH:24])=[O:23])=[O:26])[S:5][CH:6]=1, predict the reactants needed to synthesize it. The reactants are: [CH3:1][C:2]1[N:3]=[C:4]([C:7]2[C:8]3[CH2:15][CH2:14][CH2:13][C:9]=3[S:10][C:11]=2[NH2:12])[S:5][CH:6]=1.[C@@H:16]12[C:25](=[O:26])[O:24][C:22](=[O:23])[C@H:17]1[CH2:18][CH2:19][CH2:20][CH2:21]2. (2) Given the product [F:39][C:13]1[CH:14]=[C:15]2[C:10](=[CH:11][CH:12]=1)[CH:9]=[C:8]([CH2:7][C:6]([OH:40])=[O:5])[C:17]([CH3:18])=[C:16]2[C:19]1[CH:20]=[CH:21][C:22]([S:25]([C:28]2[CH:33]=[CH:32][C:31]([O:34][C:35]([F:37])([F:36])[F:38])=[CH:30][CH:29]=2)(=[O:27])=[O:26])=[CH:23][CH:24]=1, predict the reactants needed to synthesize it. The reactants are: O.[OH-].[Li+].C[O:5][C:6](=[O:40])[CH2:7][C:8]1[C:17]([CH3:18])=[C:16]([C:19]2[CH:24]=[CH:23][C:22]([S:25]([C:28]3[CH:33]=[CH:32][C:31]([O:34][C:35]([F:38])([F:37])[F:36])=[CH:30][CH:29]=3)(=[O:27])=[O:26])=[CH:21][CH:20]=2)[C:15]2[C:10](=[CH:11][CH:12]=[C:13]([F:39])[CH:14]=2)[CH:9]=1.